This data is from Catalyst prediction with 721,799 reactions and 888 catalyst types from USPTO. The task is: Predict which catalyst facilitates the given reaction. (1) Reactant: [Br:1][C:2]1[CH:3]=[CH:4][C:5]([CH3:12])=[C:6]([CH2:8][C:9]([OH:11])=O)[CH:7]=1.S(Cl)(Cl)=O.Cl.[NH2:18][C:19]1([C:25]([O:27][CH3:28])=[O:26])[CH2:24][CH2:23][CH2:22][CH2:21][CH2:20]1.C(N(CC)CC)C. Product: [Br:1][C:2]1[CH:3]=[CH:4][C:5]([CH3:12])=[C:6]([CH2:8][C:9]([NH:18][C:19]2([C:25]([O:27][CH3:28])=[O:26])[CH2:24][CH2:23][CH2:22][CH2:21][CH2:20]2)=[O:11])[CH:7]=1. The catalyst class is: 112. (2) Reactant: Cl[C:2]1[C:7]([N+:8]([O-:10])=[O:9])=[CH:6][N:5]=[C:4]2[CH2:11][CH2:12][CH2:13][C:3]=12.[CH3:14][C:15]1([NH:21][C:22](=[O:28])[O:23][C:24]([CH3:27])([CH3:26])[CH3:25])[CH2:20][CH2:19][CH2:18][NH:17][CH2:16]1.C(N(CC)CC)C. Product: [C:24]([O:23][C:22](=[O:28])[NH:21][C:15]1([CH3:14])[CH2:20][CH2:19][CH2:18][N:17]([C:2]2[C:7]([N+:8]([O-:10])=[O:9])=[CH:6][N:5]=[C:4]3[CH2:11][CH2:12][CH2:13][C:3]=23)[CH2:16]1)([CH3:27])([CH3:25])[CH3:26]. The catalyst class is: 32. (3) Reactant: [N-:1]=[N+:2]=[N-:3].[Na+].[Cl-].[NH4+].[C:7]1([C:23]2[CH:28]=[CH:27][CH:26]=[CH:25][CH:24]=2)[CH:12]=[CH:11][C:10]([O:13][CH2:14][C:15]2[CH:16]=[C:17]([CH:20]=[CH:21][CH:22]=2)[C:18]#[N:19])=[CH:9][CH:8]=1.Cl. Product: [C:7]1([C:23]2[CH:24]=[CH:25][CH:26]=[CH:27][CH:28]=2)[CH:12]=[CH:11][C:10]([O:13][CH2:14][C:15]2[CH:16]=[C:17]([C:18]3[NH:19][N:3]=[N:2][N:1]=3)[CH:20]=[CH:21][CH:22]=2)=[CH:9][CH:8]=1. The catalyst class is: 9. (4) Reactant: [Cl:1][C:2]1[CH:3]=[C:4]([C:9]2([C:23]([F:26])([F:25])[F:24])[O:13][N:12]=[C:11]([C:14]3[CH:19]=[CH:18][CH:17]=[C:16]([N+:20]([O-])=O)[CH:15]=3)[CH2:10]2)[CH:5]=[C:6]([Cl:8])[CH:7]=1.[Sn](Cl)Cl.Cl. Product: [Cl:1][C:2]1[CH:3]=[C:4]([C:9]2([C:23]([F:25])([F:24])[F:26])[O:13][N:12]=[C:11]([C:14]3[CH:15]=[C:16]([NH2:20])[CH:17]=[CH:18][CH:19]=3)[CH2:10]2)[CH:5]=[C:6]([Cl:8])[CH:7]=1. The catalyst class is: 32. (5) The catalyst class is: 587. Reactant: Br[C:2]1[S:3][CH:4]=[C:5]([NH:7][C:8]([NH:10][C:11]2[CH:16]=[CH:15][CH:14]=[C:13]([CH2:17][N:18]3[CH2:23][CH2:22][CH2:21][CH2:20][CH2:19]3)[N:12]=2)=[O:9])[N:6]=1.[CH3:24][O:25][C:26]1[CH:31]=[CH:30][C:29](B(O)O)=[CH:28][CH:27]=1.C([O-])([O-])=O.[Na+].[Na+]. Product: [CH3:24][O:25][C:26]1[CH:31]=[CH:30][C:29]([C:2]2[S:3][CH:4]=[C:5]([NH:7][C:8]([NH:10][C:11]3[CH:16]=[CH:15][CH:14]=[C:13]([CH2:17][N:18]4[CH2:23][CH2:22][CH2:21][CH2:20][CH2:19]4)[N:12]=3)=[O:9])[N:6]=2)=[CH:28][CH:27]=1. (6) Reactant: [CH:1]([N:4]1[C:8]2[CH:9]=[CH:10][CH:11]=[CH:12][C:7]=2[N:6]([CH2:13][C:14]2[N:18]([CH2:19][CH2:20][CH:21]([CH3:23])[CH3:22])[C:17]3[CH:24]=[CH:25][C:26]([CH2:28]OS(C)(=O)=O)=[CH:27][C:16]=3[N:15]=2)[C:5]1=[O:34])([CH3:3])[CH3:2].[C-:35]#[N:36].[K+]. Product: [CH:1]([N:4]1[C:8]2[CH:9]=[CH:10][CH:11]=[CH:12][C:7]=2[N:6]([CH2:13][C:14]2[N:18]([CH2:19][CH2:20][CH:21]([CH3:23])[CH3:22])[C:17]3[CH:24]=[CH:25][C:26]([CH2:28][C:35]#[N:36])=[CH:27][C:16]=3[N:15]=2)[C:5]1=[O:34])([CH3:2])[CH3:3]. The catalyst class is: 3. (7) Reactant: O=[CH:2][CH2:3][CH2:4][NH:5][C:6](=[O:12])OC(C)(C)C.[CH2:13]([N:20]1[CH2:25][CH2:24][N:23]([NH2:26])[CH2:22][CH2:21]1)[C:14]1[CH:19]=[CH:18][CH:17]=[CH:16][CH:15]=1.Cl.C(OCC)(=O)C. Product: [CH2:13]([N:20]1[CH2:21][CH2:22][N:23]([N:26]2[CH2:2][CH2:3][CH2:4][NH:5][C:6]2=[O:12])[CH2:24][CH2:25]1)[C:14]1[CH:15]=[CH:16][CH:17]=[CH:18][CH:19]=1. The catalyst class is: 125. (8) Reactant: [Si]([O:18][CH2:19][C@@H:20]([CH:39]1[CH2:42][N:41]([C:43]([O:45][C:46]([CH3:49])([CH3:48])[CH3:47])=[O:44])[CH2:40]1)[O:21][C:22]1[CH:27]=[C:26]([C@H:28]([CH:35]2[CH2:37][CH2:36]2)[C@H:29]([CH3:34])[C:30]([O:32][CH3:33])=[O:31])[CH:25]=[CH:24][C:23]=1[I:38])(C(C)(C)C)(C1C=CC=CC=1)C1C=CC=CC=1.CCCC[N+](CCCC)(CCCC)CCCC.[F-]. Product: [CH:35]1([C@@H:28]([C:26]2[CH:25]=[CH:24][C:23]([I:38])=[C:22]([CH:27]=2)[O:21][C@H:20]([CH:39]2[CH2:40][N:41]([C:43]([O:45][C:46]([CH3:48])([CH3:47])[CH3:49])=[O:44])[CH2:42]2)[CH2:19][OH:18])[C@H:29]([CH3:34])[C:30]([O:32][CH3:33])=[O:31])[CH2:36][CH2:37]1. The catalyst class is: 1. (9) Reactant: [NH2:1][C:2]1[N:6]([CH3:7])[N:5]=[CH:4][C:3]=1[NH:8][C:9]([O:11][C:12]1[CH:17]=[CH:16][CH:15]=[CH:14][CH:13]=1)=[O:10].C(N(CC)CC)C.[C:25]1([C:31](Cl)([C:38]2[CH:43]=[CH:42][CH:41]=[CH:40][CH:39]=2)[C:32]2[CH:37]=[CH:36][CH:35]=[CH:34][CH:33]=2)[CH:30]=[CH:29][CH:28]=[CH:27][CH:26]=1.CCCCCCC. Product: [CH3:7][N:6]1[C:2]([NH:1][C:31]([C:25]2[CH:30]=[CH:29][CH:28]=[CH:27][CH:26]=2)([C:38]2[CH:39]=[CH:40][CH:41]=[CH:42][CH:43]=2)[C:32]2[CH:33]=[CH:34][CH:35]=[CH:36][CH:37]=2)=[C:3]([NH:8][C:9]([O:11][C:12]2[CH:17]=[CH:16][CH:15]=[CH:14][CH:13]=2)=[O:10])[CH:4]=[N:5]1. The catalyst class is: 7.